Dataset: NCI-60 drug combinations with 297,098 pairs across 59 cell lines. Task: Regression. Given two drug SMILES strings and cell line genomic features, predict the synergy score measuring deviation from expected non-interaction effect. Drug 1: CC1=C2C(C(=O)C3(C(CC4C(C3C(C(C2(C)C)(CC1OC(=O)C(C(C5=CC=CC=C5)NC(=O)OC(C)(C)C)O)O)OC(=O)C6=CC=CC=C6)(CO4)OC(=O)C)OC)C)OC. Drug 2: CC12CCC(CC1=CCC3C2CCC4(C3CC=C4C5=CN=CC=C5)C)O. Cell line: CCRF-CEM. Synergy scores: CSS=76.4, Synergy_ZIP=14.2, Synergy_Bliss=13.8, Synergy_Loewe=-8.74, Synergy_HSA=14.9.